From a dataset of Full USPTO retrosynthesis dataset with 1.9M reactions from patents (1976-2016). Predict the reactants needed to synthesize the given product. (1) Given the product [N:12]1([C@H:13]([CH2:16][CH3:17])[CH2:14][OH:15])[C:11]2[C:10]3[CH:9]=[CH:8][CH:7]=[CH:6][C:5]=3[N:4]=[CH:3][C:2]=2[N:1]=[CH:18]1, predict the reactants needed to synthesize it. The reactants are: [NH2:1][C:2]1[CH:3]=[N:4][C:5]2[C:10]([C:11]=1[NH:12][C@H:13]([CH2:16][CH3:17])[CH2:14][OH:15])=[CH:9][CH:8]=[CH:7][CH:6]=2.[CH2:18](OC(OCC)OCC)C. (2) The reactants are: [Cl:1]CCl.Cl.[NH2:5][C:6](=[O:24])[C@:7]([NH:16]C(=O)OC(C)(C)C)([C:9]1[CH:14]=[CH:13][CH:12]=[CH:11][C:10]=1[Cl:15])[CH3:8]. Given the product [ClH:1].[NH2:16][C@@:7]([C:9]1[CH:14]=[CH:13][CH:12]=[CH:11][C:10]=1[Cl:15])([CH3:8])[C:6]([NH2:5])=[O:24], predict the reactants needed to synthesize it. (3) The reactants are: [Cl:1][C:2]1[C:3]2[CH:10]=[CH:9][N:8]([C:11]([CH2:26][OH:27])([CH2:24]O)[CH2:12][O:13]S(C3C=CC(C)=CC=3)(=O)=O)[C:4]=2[N:5]=[CH:6][N:7]=1. Given the product [Cl:1][C:2]1[C:3]2[CH:10]=[CH:9][N:8]([C:11]3([CH2:12][OH:13])[CH2:24][O:27][CH2:26]3)[C:4]=2[N:5]=[CH:6][N:7]=1, predict the reactants needed to synthesize it. (4) Given the product [NH2:1][C:2]1[C:7]([C:8]([C:10]2[CH:11]=[CH:12][C:13]([CH3:16])=[CH:14][CH:15]=2)=[O:9])=[CH:6][N:5]=[C:4]([NH:38][CH:35]2[CH2:36][CH2:37][N:32]([S:29]([CH3:28])(=[O:31])=[O:30])[CH2:33][CH2:34]2)[N:3]=1, predict the reactants needed to synthesize it. The reactants are: [NH2:1][C:2]1[C:7]([C:8]([C:10]2[CH:15]=[CH:14][C:13]([CH3:16])=[CH:12][CH:11]=2)=[O:9])=[CH:6][N:5]=[C:4](S(CC)=O)[N:3]=1.FC(F)(F)C(O)=O.[CH3:28][S:29]([N:32]1[CH2:37][CH2:36][CH:35]([NH2:38])[CH2:34][CH2:33]1)(=[O:31])=[O:30].